This data is from Reaction yield outcomes from USPTO patents with 853,638 reactions. The task is: Predict the reaction yield, written as a fraction of the theoretical maximum amount of product (1.0 means a 100% yield; for example, 0.34 means a 34% yield). (1) The product is [OH:19][C:14]1[CH:15]=[CH:16][CH:17]=[CH:18][C:13]=1[C:8]1[CH:9]=[C:10]2[C:5](=[CH:6][CH:7]=1)[CH:4]=[C:3]([OH:2])[CH:12]=[CH:11]2. The reactants are C[O:2][C:3]1[CH:12]=[CH:11][C:10]2[C:5](=[CH:6][CH:7]=[C:8]([C:13]3[CH:18]=[CH:17][CH:16]=[CH:15][C:14]=3[O:19]C)[CH:9]=2)[CH:4]=1.B(Br)(Br)Br. No catalyst specified. The yield is 0.0700. (2) The product is [CH3:9][N:10]([CH3:20])[C:11]1[CH:19]=[CH:18][C:14]([C:15]2[O:8][C:3]3[C:2]([N:1]=2)=[CH:7][CH:6]=[CH:5][N:4]=3)=[CH:13][CH:12]=1. The yield is 0.0660. The catalyst is C(#N)C. The reactants are [NH2:1][C:2]1[C:3]([OH:8])=[N:4][CH:5]=[CH:6][CH:7]=1.[CH3:9][N:10]([CH3:20])[C:11]1[CH:19]=[CH:18][C:14]([C:15](O)=O)=[CH:13][CH:12]=1.ClC(Cl)(Cl)C#N. (3) The catalyst is ClCCl. The product is [N:1]1[CH:6]=[CH:5][CH:4]=[C:3]([C:7]2[CH:8]=[C:9]([NH:10][C:33]([C:20]3[C:32]4[CH2:31][C:30]5[C:25](=[CH:26][CH:27]=[CH:28][CH:29]=5)[C:24]=4[CH:23]=[CH:22][CH:21]=3)=[O:34])[CH:11]=[CH:12][CH:13]=2)[CH:2]=1. The reactants are [N:1]1[CH:6]=[CH:5][CH:4]=[C:3]([C:7]2[CH:8]=[C:9]([CH:11]=[CH:12][CH:13]=2)[NH2:10])[CH:2]=1.N1C=CC=CC=1.[C:20]1([C:33](Cl)=[O:34])[C:32]2[CH2:31][C:30]3[C:25](=[CH:26][CH:27]=[CH:28][CH:29]=3)[C:24]=2[CH:23]=[CH:22][CH:21]=1. The yield is 0.876. (4) The reactants are [CH3:1][C@H:2]1[NH:7][C@@H:6]([CH3:8])[CH2:5][N:4]([C:9](=O)[CH2:10][C:11]2[CH:16]=[CH:15][C:14]([O:17][C:18]([F:21])([F:20])[F:19])=[CH:13][CH:12]=2)[CH2:3]1.[H-].[H-].[H-].[H-].[Li+].[Al+3].O. The catalyst is C1COCC1. The product is [CH3:1][C@H:2]1[NH:7][C@@H:6]([CH3:8])[CH2:5][N:4]([CH2:9][CH2:10][C:11]2[CH:16]=[CH:15][C:14]([O:17][C:18]([F:20])([F:21])[F:19])=[CH:13][CH:12]=2)[CH2:3]1. The yield is 0.540. (5) The reactants are [CH3:1][O:2][C:3]1[CH:28]=[CH:27][C:6]([CH2:7][N:8]2[C:14](=[O:15])[C@H:13]([NH:16]C(=O)OCC3C=CC=CC=3)[CH2:12][O:11][CH2:10][CH2:9]2)=[CH:5][CH:4]=1.Br. No catalyst specified. The product is [NH2:16][C@@H:13]1[CH2:12][O:11][CH2:10][CH2:9][N:8]([CH2:7][C:6]2[CH:27]=[CH:28][C:3]([O:2][CH3:1])=[CH:4][CH:5]=2)[C:14]1=[O:15]. The yield is 1.20. (6) The reactants are Br[C:2]1[N:3]=[C:4]2[CH:9]=[CH:8][CH:7]=[C:6]([CH3:10])[N:5]2[C:11]=1[C:12]1[CH:17]=[CH:16][CH:15]=[CH:14][CH:13]=1.CC1(C)C(C)(C)OB([C:26]2[CH:31]=[CH:30][C:29]([C:32]3([NH:36][C:37](=[O:43])[O:38][C:39]([CH3:42])([CH3:41])[CH3:40])[CH2:35][CH2:34][CH2:33]3)=[CH:28][CH:27]=2)O1.P([O-])([O-])([O-])=O.[K+].[K+].[K+]. The catalyst is C1(C)C=CC=CC=1.C(O)C.O. The product is [CH3:10][C:6]1[N:5]2[C:11]([C:12]3[CH:17]=[CH:16][CH:15]=[CH:14][CH:13]=3)=[C:2]([C:26]3[CH:27]=[CH:28][C:29]([C:32]4([NH:36][C:37](=[O:43])[O:38][C:39]([CH3:41])([CH3:40])[CH3:42])[CH2:33][CH2:34][CH2:35]4)=[CH:30][CH:31]=3)[N:3]=[C:4]2[CH:9]=[CH:8][CH:7]=1. The yield is 0.340. (7) The reactants are [OH:1][C:2]1[C:7](=[O:8])[N:6]2[CH2:9][C:10](=[O:13])[N:11]([CH3:12])[C:5]2=[N:4][C:3]=1[C:14]([O:16]CC)=O.[Cl:19][C:20]1[CH:21]=[C:22]([CH:25]=[CH:26][C:27]=1[Cl:28])[CH2:23][NH2:24]. No catalyst specified. The product is [Cl:19][C:20]1[CH:21]=[C:22]([CH:25]=[CH:26][C:27]=1[Cl:28])[CH2:23][NH:24][C:14]([C:3]1[N:4]=[C:5]2[N:11]([CH3:12])[C:10](=[O:13])[CH2:9][N:6]2[C:7](=[O:8])[C:2]=1[OH:1])=[O:16]. The yield is 0.590. (8) The reactants are [N:1]12[CH2:8][CH2:7][CH:4]([CH2:5][CH2:6]1)[C@H:3]([NH:9][CH2:10][CH2:11][N:12]1[C:20]3[C:15](=[CH:16][CH:17]=[CH:18][C:19]=3[C:21]([O:23]C)=[O:22])[CH:14]=[N:13]1)[CH2:2]2.O.[OH-].[Li+:27].O.CO. The catalyst is O1CCCC1. The product is [N:1]12[CH2:8][CH2:7][CH:4]([CH2:5][CH2:6]1)[C@H:3]([NH:9][CH2:10][CH2:11][N:12]1[C:20]3[C:15](=[CH:16][CH:17]=[CH:18][C:19]=3[C:21]([O-:23])=[O:22])[CH:14]=[N:13]1)[CH2:2]2.[Li+:27]. The yield is 1.00. (9) The reactants are CC1(C)OC(=O)[CH:5]([CH2:9][C@@H:10]([NH:22][C:23](=[O:29])[O:24][C:25]([CH3:28])([CH3:27])[CH3:26])[CH2:11][C:12]2[CH:13]=[N:14][C:15]([C:18]([F:21])([F:20])[F:19])=[CH:16][CH:17]=2)[C:4](=[O:30])O1. The catalyst is C1(C)C=CC=CC=1. The product is [O:30]=[C:4]1[CH2:5][CH2:9][C@H:10]([CH2:11][C:12]2[CH:13]=[N:14][C:15]([C:18]([F:19])([F:21])[F:20])=[CH:16][CH:17]=2)[N:22]1[C:23]([O:24][C:25]([CH3:28])([CH3:26])[CH3:27])=[O:29]. The yield is 0.670. (10) The reactants are [CH3:1][O:2][C:3]1[CH:4]=[CH:5][C:6]([N+:11]([O-])=O)=[C:7]([CH:10]=1)[CH:8]=[O:9].CC([O-])=O.[Na+].CCN(C(C)C)C(C)C.[C:28]([O:31][CH2:32][C:33](Cl)=[O:34])(=[O:30])[CH3:29]. The catalyst is CCOC(C)=O.O=[Pt]=O. The product is [C:28]([O:31][CH2:32][C:33]([NH:11][C:6]1[CH:5]=[CH:4][C:3]([O:2][CH3:1])=[CH:10][C:7]=1[CH:8]=[O:9])=[O:34])(=[O:30])[CH3:29]. The yield is 0.710.